This data is from Full USPTO retrosynthesis dataset with 1.9M reactions from patents (1976-2016). The task is: Predict the reactants needed to synthesize the given product. (1) Given the product [N:24]1([CH2:23][CH2:22][CH2:21][O:20][C:19]2[CH:18]=[CH:17][C:16]([N:1]3[CH2:6][CH2:5][C:4]4([C:10]5[CH:11]=[CH:12][CH:13]=[CH:14][C:9]=5[CH2:8][O:7]4)[CH2:3][CH2:2]3)=[CH:31][CH:30]=2)[CH2:29][CH2:28][CH2:27][CH2:26][CH2:25]1, predict the reactants needed to synthesize it. The reactants are: [NH:1]1[CH2:6][CH2:5][C:4]2([C:10]3[CH:11]=[CH:12][CH:13]=[CH:14][C:9]=3[CH2:8][O:7]2)[CH2:3][CH2:2]1.I[C:16]1[CH:31]=[CH:30][C:19]([O:20][CH2:21][CH2:22][CH2:23][N:24]2[CH2:29][CH2:28][CH2:27][CH2:26][CH2:25]2)=[CH:18][CH:17]=1.CC(C)([O-])C.[Na+]. (2) Given the product [CH:16]1([CH2:15][O:14][C:5]2[C:4]([CH:1]3[CH2:3][CH2:2]3)=[CH:12][C:8]([C:9]([NH:59][S:56]([CH2:55][CH2:54][O:53][CH3:52])(=[O:58])=[O:57])=[O:10])=[C:7]([F:13])[CH:6]=2)[CH2:17][CH2:18][CH2:19][CH2:20][CH2:21]1, predict the reactants needed to synthesize it. The reactants are: [CH:1]1([C:4]2[C:5]([O:14][CH2:15][C:16]3(C(F)(F)F)[CH2:21][CH2:20][CH2:19][CH2:18][CH2:17]3)=[CH:6][C:7]([F:13])=[C:8]([CH:12]=2)[C:9](O)=[O:10])[CH2:3][CH2:2]1.C1(COC2C(C3CC3)=CC(C(O)=O)=C(F)C=2)CCCCC1.CS(N)(=O)=O.[CH3:52][O:53][CH2:54][CH2:55][S:56]([NH2:59])(=[O:58])=[O:57]. (3) Given the product [C:1]([O:4][C@H:5]1[C@@H:19]([O:20][C:21](=[O:23])[CH3:22])[C@H:18]([O:24][C:25](=[O:27])[CH3:26])[C@@H:17]([CH2:28][O:29][C:30](=[O:32])[CH3:31])[O:16][C@@H:6]1[O:7][C:8]1[CH:13]=[CH:12][C:11]([C:38]2[CH:39]=[CH:40][C:35]([C:33]#[N:34])=[CH:36][CH:37]=2)=[CH:10][C:9]=1[Cl:15])(=[O:3])[CH3:2], predict the reactants needed to synthesize it. The reactants are: [C:1]([O:4][C@H:5]1[C@@H:19]([O:20][C:21](=[O:23])[CH3:22])[C@H:18]([O:24][C:25](=[O:27])[CH3:26])[C@@H:17]([CH2:28][O:29][C:30](=[O:32])[CH3:31])[O:16][C@@H:6]1[O:7][C:8]1[CH:13]=[CH:12][C:11](Br)=[CH:10][C:9]=1[Cl:15])(=[O:3])[CH3:2].[C:33]([C:35]1[CH:40]=[CH:39][C:38](B(O)O)=[CH:37][CH:36]=1)#[N:34].C(=O)([O-])[O-].[Cs+].[Cs+].C(O[C@H]1[C@@H](OC(=O)C)[C@H](OC(=O)C)[C@@H](COC(=O)C)O[C@@H]1OC1C=CC(C2C=CC(C(OC)=O)=CC=2)=CC=1Cl)(=O)C. (4) Given the product [NH2:29][CH:30]1[CH2:35][CH2:34][CH:33]([NH:36][C:2]2[N:10]=[C:9]3[C:5]([N:6]=[CH:7][N:8]3[CH:11]3[CH2:12][CH2:13][CH2:14][CH2:15]3)=[C:4]([NH:16][CH2:17][C:18]3[CH:19]=[CH:20][C:21]([N:24]4[CH:28]=[CH:27][CH:26]=[N:25]4)=[CH:22][CH:23]=3)[N:3]=2)[CH2:32][CH2:31]1, predict the reactants needed to synthesize it. The reactants are: Cl[C:2]1[N:10]=[C:9]2[C:5]([N:6]=[CH:7][N:8]2[CH:11]2[CH2:15][CH2:14][CH2:13][CH2:12]2)=[C:4]([NH:16][CH2:17][C:18]2[CH:23]=[CH:22][C:21]([N:24]3[CH:28]=[CH:27][CH:26]=[N:25]3)=[CH:20][CH:19]=2)[N:3]=1.[NH2:29][C@H:30]1[CH2:35][CH2:34][C@H:33]([NH2:36])[CH2:32][CH2:31]1. (5) Given the product [NH2:31][CH2:30][C:29]#[C:28][C:26]1[S:27][C:20]2[C:19]([NH:18][C:14]3[CH:13]=[C:12]4[C:17](=[CH:16][CH:15]=3)[N:9]([CH2:2][C:3]3[CH:8]=[CH:7][CH:6]=[CH:5][CH:4]=3)[N:10]=[CH:11]4)=[N:24][CH:23]=[N:22][C:21]=2[CH:25]=1, predict the reactants needed to synthesize it. The reactants are: Cl.[CH2:2]([N:9]1[C:17]2[C:12](=[CH:13][C:14]([NH:18][C:19]3[C:20]4[S:27][C:26]([C:28]#[C:29][CH2:30][NH:31]C(=O)OC(C)(C)C)=[CH:25][C:21]=4[N:22]=[CH:23][N:24]=3)=[CH:15][CH:16]=2)[CH:11]=[N:10]1)[C:3]1[CH:8]=[CH:7][CH:6]=[CH:5][CH:4]=1.FC(F)(F)C(O)=O.C(=O)(O)[O-].[Na+].